From a dataset of Full USPTO retrosynthesis dataset with 1.9M reactions from patents (1976-2016). Predict the reactants needed to synthesize the given product. (1) Given the product [CH2:23]([N:8]([S:9]([C:12]1[CH:21]=[CH:20][C:19]2[C:14](=[CH:15][CH:16]=[C:17]([OH:22])[CH:18]=2)[CH:13]=1)(=[O:11])=[O:10])[C@@H:7]([C:6]([OH:31])=[O:5])[CH:28]([CH3:30])[CH3:29])[CH2:24][CH:25]([CH3:27])[CH3:26], predict the reactants needed to synthesize it. The reactants are: C([O:5][C:6](=[O:31])[C@@H:7]([CH:28]([CH3:30])[CH3:29])[N:8]([CH2:23][CH2:24][CH:25]([CH3:27])[CH3:26])[S:9]([C:12]1[CH:21]=[CH:20][C:19]2[C:14](=[CH:15][CH:16]=[C:17]([OH:22])[CH:18]=2)[CH:13]=1)(=[O:11])=[O:10])(C)(C)C. (2) Given the product [Cl:1][C:2]1[CH:7]=[CH:6][C:5]([CH2:8][Na:10])=[CH:4][CH:3]=1, predict the reactants needed to synthesize it. The reactants are: [Cl:1][C:2]1[CH:7]=[CH:6][C:5]([CH3:8])=[CH:4][CH:3]=1.[OH-].[Na+:10].O.